Predict which catalyst facilitates the given reaction. From a dataset of Catalyst prediction with 721,799 reactions and 888 catalyst types from USPTO. (1) Reactant: C(OC(=O)[NH:7][C@H:8]([CH2:32][C:33]1[CH:38]=[C:37]([F:39])[C:36]([F:40])=[CH:35][C:34]=1[F:41])[CH2:9][C:10]([N:12]1[CH2:17][CH2:16][N:15]2[C:18]([C:28]([F:31])([F:30])[F:29])=[N:19][C:20]([C:21]([CH:23]3[CH2:27][CH2:26][CH2:25][CH2:24]3)=[O:22])=[C:14]2[CH2:13]1)=[O:11])(C)(C)C.[ClH:43]. Product: [ClH:43].[NH2:7][C@H:8]([CH2:32][C:33]1[CH:38]=[C:37]([F:39])[C:36]([F:40])=[CH:35][C:34]=1[F:41])[CH2:9][C:10]([N:12]1[CH2:17][CH2:16][N:15]2[C:18]([C:28]([F:31])([F:29])[F:30])=[N:19][C:20]([C:21]([CH:23]3[CH2:27][CH2:26][CH2:25][CH2:24]3)=[O:22])=[C:14]2[CH2:13]1)=[O:11]. The catalyst class is: 13. (2) Reactant: [Cl:1][C:2]1[C:7]2[N:8]=[C:9](/[CH:13]=[N:14]/[S:15]([C:17]([CH3:20])([CH3:19])[CH3:18])=[O:16])[N:10]([CH2:11][CH3:12])[C:6]=2[CH:5]=[CH:4][N:3]=1.[CH3:21][Mg]Br.[Cl-].N. Product: [Cl:1][C:2]1[C:7]2[N:8]=[C:9]([CH:13]([NH:14][S:15]([C:17]([CH3:19])([CH3:18])[CH3:20])=[O:16])[CH3:21])[N:10]([CH2:11][CH3:12])[C:6]=2[CH:5]=[CH:4][N:3]=1. The catalyst class is: 1. (3) Reactant: Cl.[NH2:2][C:3]1[C:4]2[C:14]([O:15][CH2:16][C@H:17]3[CH2:22][CH2:21][CH2:20][NH2+:19][CH2:18]3)=[CH:13][CH:12]=[CH:11][C:5]=2[NH:6][S:7](=[O:10])(=[O:9])[N:8]=1.C1COCC1.C([O-])(O)=O.[Na+].[CH:33]1([C:38](Cl)=[O:39])[CH2:37][CH2:36][CH2:35][CH2:34]1. Product: [NH2:2][C:3]1[C:4]2[C:14]([O:15][CH2:16][C@H:17]3[CH2:22][CH2:21][CH2:20][N:19]([C:38]([CH:33]4[CH2:37][CH2:36][CH2:35][CH2:34]4)=[O:39])[CH2:18]3)=[CH:13][CH:12]=[CH:11][C:5]=2[NH:6][S:7](=[O:9])(=[O:10])[N:8]=1. The catalyst class is: 6. (4) Reactant: Cl[C:2]([O:4][CH2:5][CH3:6])=[O:3].[OH:7][CH:8]1[CH:22]([N:23]2[CH2:28][CH2:27][CH:26]([CH3:29])[CH2:25][CH2:24]2)[C:21]2=[CH:30][CH:18]([O:19][C:20]2=[O:31])[CH:17]2[CH:13]([O:14][C:15](=[O:33])[CH:16]2[CH3:32])[CH2:12][C:11]2([CH3:34])[CH:9]1[O:10]2.C(OC1C(N2CCC(C)CC2)C2=CC(OC2=O)C2C(OC(=O)C2C)CC2(C)C1O2)(=O)C. Product: [C:2](=[O:3])([O:7][CH:8]1[CH:22]([N:23]2[CH2:28][CH2:27][CH:26]([CH3:29])[CH2:25][CH2:24]2)[C:21]2=[CH:30][CH:18]([O:19][C:20]2=[O:31])[CH:17]2[CH:13]([O:14][C:15](=[O:33])[CH:16]2[CH3:32])[CH2:12][C:11]2([CH3:34])[CH:9]1[O:10]2)[O:4][CH2:5][CH3:6]. The catalyst class is: 17. (5) Reactant: [CH2:1]([O:8][C:9]1[CH:16]=[CH:15][C:12]([CH:13]=O)=[CH:11][C:10]=1[O:17][CH3:18])[C:2]1[CH:7]=[CH:6][CH:5]=[CH:4][CH:3]=1.[N+:19]([CH3:22])([O-:21])=[O:20].C(O)(=O)C.C(N)CCC. Product: [CH2:1]([O:8][C:9]1[CH:16]=[CH:15][C:12]([CH:13]=[CH:22][N+:19]([O-:21])=[O:20])=[CH:11][C:10]=1[O:17][CH3:18])[C:2]1[CH:7]=[CH:6][CH:5]=[CH:4][CH:3]=1. The catalyst class is: 13. (6) Reactant: [Cl-].O[NH3+:3].[C:4](=[O:7])([O-])[OH:5].[Na+].CS(C)=O.[CH2:13]([C:17]1[N:18]=[C:19]([CH3:46])[N:20]([C:40]2[CH:45]=[CH:44][CH:43]=[CH:42][CH:41]=2)[C:21](=[O:39])[C:22]=1[CH2:23][C:24]1[CH:29]=[CH:28][C:27]([C:30]2[C:31]([C:36]#[N:37])=[CH:32][CH:33]=[CH:34][CH:35]=2)=[CH:26][C:25]=1[F:38])[CH2:14][CH2:15][CH3:16]. Product: [CH2:13]([C:17]1[N:18]=[C:19]([CH3:46])[N:20]([C:40]2[CH:45]=[CH:44][CH:43]=[CH:42][CH:41]=2)[C:21](=[O:39])[C:22]=1[CH2:23][C:24]1[CH:29]=[CH:28][C:27]([C:30]2[CH:35]=[CH:34][CH:33]=[CH:32][C:31]=2[C:36]2[NH:3][C:4](=[O:7])[O:5][N:37]=2)=[CH:26][C:25]=1[F:38])[CH2:14][CH2:15][CH3:16]. The catalyst class is: 69.